Dataset: Forward reaction prediction with 1.9M reactions from USPTO patents (1976-2016). Task: Predict the product of the given reaction. Given the reactants C([Si](C)(C)[O:6][CH2:7][CH2:8][N:9]([C:24]([C@H:26]1[CH2:31][CH2:30][C@H:29]([CH3:32])[CH2:28][CH2:27]1)=[O:25])[C:10]1[CH:14]=[C:13]([C:15]#[C:16][C:17]([CH3:20])([CH3:19])[CH3:18])[S:12][C:11]=1[C:21]([OH:23])=[O:22])(C)(C)C.CCN(CC)CC.F.F.F, predict the reaction product. The product is: [CH3:19][C:17]([CH3:18])([CH3:20])[C:16]#[C:15][C:13]1[S:12][C:11]([C:21]([OH:23])=[O:22])=[C:10]([N:9]([CH2:8][CH2:7][OH:6])[C:24]([C@H:26]2[CH2:31][CH2:30][C@H:29]([CH3:32])[CH2:28][CH2:27]2)=[O:25])[CH:14]=1.